Dataset: Catalyst prediction with 721,799 reactions and 888 catalyst types from USPTO. Task: Predict which catalyst facilitates the given reaction. (1) Reactant: Cl[C:2]1[CH:7]=[C:6]([CH2:8][O:9][CH3:10])[CH:5]=[C:4]([C:11]([F:14])([F:13])[F:12])[N:3]=1.[CH3:15][N:16]1CCCC1=O. Product: [CH3:10][O:9][CH2:8][C:6]1[CH:5]=[C:4]([C:11]([F:14])([F:13])[F:12])[N:3]=[C:2]([C:15]#[N:16])[CH:7]=1. The catalyst class is: 267. (2) The catalyst class is: 1. Reactant: [Br:1][C:2]1[CH:8]=[C:7]([Br:9])[CH:6]=[CH:5][C:3]=1[NH2:4].ClC(Cl)(O[C:14](=[O:20])OC(Cl)(Cl)Cl)Cl.[CH3:22][C@H:23]1[CH2:28][NH:27][C@H:26]([CH3:29])[CH2:25][N:24]1[C:30]1[CH:37]=[CH:36][C:33]([C:34]#[N:35])=[C:32]([F:38])[CH:31]=1.C(N(CC)CC)C. Product: [Br:1][C:2]1[CH:8]=[C:7]([Br:9])[CH:6]=[CH:5][C:3]=1[NH:4][C:14]([N:27]1[CH2:28][C@@H:23]([CH3:22])[N:24]([C:30]2[CH:37]=[CH:36][C:33]([C:34]#[N:35])=[C:32]([F:38])[CH:31]=2)[CH2:25][C@@H:26]1[CH3:29])=[O:20].